Dataset: Forward reaction prediction with 1.9M reactions from USPTO patents (1976-2016). Task: Predict the product of the given reaction. (1) Given the reactants Cl[C:2]1[CH:7]=[C:6]([O:8][CH2:9][C:10]#[C:11][CH3:12])[N:5]=[CH:4][N:3]=1.C(=O)([O-])[O-].[K+].[K+].[C:19]([C:21]1[CH:26]=[CH:25][CH:24]=[CH:23][C:22]=1[OH:27])#[N:20].[Cl-].[NH4+], predict the reaction product. The product is: [CH2:9]([O:8][C:6]1[CH:7]=[C:2]([O:27][C:22]2[CH:23]=[CH:24][CH:25]=[CH:26][C:21]=2[C:19]#[N:20])[N:3]=[CH:4][N:5]=1)[C:10]#[C:11][CH3:12]. (2) The product is: [F:1][C:2]1[CH:38]=[CH:37][CH:36]=[C:35]([F:39])[C:3]=1[CH2:4][O:5][C:6]1[C:7]2[N:8]([C:13]([C:17]([NH:19][CH:20]3[CH:27]4[CH:23]([NH:24][CH2:25][CH2:26]4)[CH2:22][CH2:21]3)=[O:18])=[C:14]([CH3:16])[N:15]=2)[CH:9]=[C:10]([CH3:12])[CH:11]=1. Given the reactants [F:1][C:2]1[CH:38]=[CH:37][CH:36]=[C:35]([F:39])[C:3]=1[CH2:4][O:5][C:6]1[C:7]2[N:8]([C:13]([C:17]([NH:19][CH:20]3[CH:27]4[CH:23]([N:24](C(OC(C)(C)C)=O)[CH2:25][CH2:26]4)[CH2:22][CH2:21]3)=[O:18])=[C:14]([CH3:16])[N:15]=2)[CH:9]=[C:10]([CH3:12])[CH:11]=1.Cl, predict the reaction product. (3) Given the reactants C([O:3][C:4](=[O:40])[CH:5]([O:37][CH2:38][CH3:39])[CH2:6][C:7]1[CH:12]=[CH:11][C:10]([O:13][CH:14]([CH:31]2[CH2:35][CH2:34][CH2:33][CH2:32]2)[C:15]2[S:19][C:18]([C:20]3[CH:25]=[CH:24][C:23]([C:26]([F:29])([F:28])[F:27])=[CH:22][CH:21]=3)=[N:17][C:16]=2[CH3:30])=[CH:9][C:8]=1[CH3:36])C.[Li+].[OH-], predict the reaction product. The product is: [CH:31]1([CH:14]([C:15]2[S:19][C:18]([C:20]3[CH:25]=[CH:24][C:23]([C:26]([F:28])([F:29])[F:27])=[CH:22][CH:21]=3)=[N:17][C:16]=2[CH3:30])[O:13][C:10]2[CH:11]=[CH:12][C:7]([CH2:6][CH:5]([O:37][CH2:38][CH3:39])[C:4]([OH:40])=[O:3])=[C:8]([CH3:36])[CH:9]=2)[CH2:35][CH2:34][CH2:33][CH2:32]1. (4) Given the reactants C(OC([N:8]1[CH2:13][CH2:12][N:11]([C:14]2[C:15]3[C:30]([CH:31]4[CH2:33][CH2:32]4)=[CH:29][N:28]=[CH:27][C:16]=3[N:17]=[C:18]([C:20]3[CH:25]=[CH:24][N:23]=[C:22](Cl)[CH:21]=3)[N:19]=2)[CH2:10][CH2:9]1)=O)(C)(C)C.[N:34]1([C:40]2[N:45]=[CH:44][C:43]([NH2:46])=[CH:42][CH:41]=2)[CH2:39][CH2:38][O:37][CH2:36][CH2:35]1, predict the reaction product. The product is: [CH:31]1([C:30]2[C:15]3[C:14]([N:11]4[CH2:10][CH2:9][NH:8][CH2:13][CH2:12]4)=[N:19][C:18]([C:20]4[CH:25]=[CH:24][N:23]=[C:22]([NH:46][C:43]5[CH:44]=[N:45][C:40]([N:34]6[CH2:35][CH2:36][O:37][CH2:38][CH2:39]6)=[CH:41][CH:42]=5)[CH:21]=4)=[N:17][C:16]=3[CH:27]=[N:28][CH:29]=2)[CH2:32][CH2:33]1. (5) Given the reactants C(OC([NH:8][CH2:9][CH2:10][C:11]1[CH:18]=[CH:17][C:16]([Cl:19])=[CH:15][C:12]=1[CH2:13][NH2:14])=O)(C)(C)C.C(OC([NH:27][C@@H:28]([C:36]([N:38]1[CH2:45][CH2:44][CH2:43][C@H:39]1[C:40](O)=[O:41])=[O:37])[CH2:29][C:30]1[CH:35]=[CH:34][CH:33]=[CH:32][N:31]=1)=O)(C)(C)C, predict the reaction product. The product is: [N:31]1[CH:32]=[CH:33][CH:34]=[CH:35][C:30]=1[CH2:29][C@H:28]([C:36]([N:38]1[CH2:45][CH2:44][CH2:43][C@H:39]1[C:40]([NH:14][CH2:13][C:12]1[CH:15]=[C:16]([Cl:19])[CH:17]=[CH:18][C:11]=1[CH2:10][CH2:9][NH2:8])=[O:41])=[O:37])[NH2:27]. (6) Given the reactants [N:1]1([C:7]2[CH:8]=[CH:9][C:10]3[N:11]([C:13]([C:16]([F:19])([F:18])[F:17])=[N:14][N:15]=3)[N:12]=2)[CH2:6][CH2:5][NH:4][CH2:3][CH2:2]1.[NH:20]1[CH:24]=[CH:23][C:22]([CH:25]=O)=[N:21]1, predict the reaction product. The product is: [NH:20]1[CH:24]=[CH:23][C:22]([CH2:25][N:4]2[CH2:3][CH2:2][N:1]([C:7]3[CH:8]=[CH:9][C:10]4[N:11]([C:13]([C:16]([F:17])([F:18])[F:19])=[N:14][N:15]=4)[N:12]=3)[CH2:6][CH2:5]2)=[N:21]1. (7) Given the reactants [N:1]1([C:12]([O:14][C:15]([CH3:18])([CH3:17])[CH3:16])=[O:13])[CH2:6][CH2:5][CH2:4][CH:3]([C:7]([O:9][CH2:10][CH3:11])=[O:8])[CH2:2]1.C[Si]([N-][Si](C)(C)C)(C)C.[Li+].C1COCC1.Br[CH2:35][C:36]#[N:37], predict the reaction product. The product is: [C:36]([CH2:35][C:3]1([C:7]([O:9][CH2:10][CH3:11])=[O:8])[CH2:4][CH2:5][CH2:6][N:1]([C:12]([O:14][C:15]([CH3:17])([CH3:16])[CH3:18])=[O:13])[CH2:2]1)#[N:37]. (8) The product is: [ClH:34].[F:1][C:2]1[CH:28]=[C:27]([N:29]2[CH:33]=[N:32][N:31]=[N:30]2)[CH:26]=[CH:25][C:3]=1[O:4][CH2:5][C:6]1[CH:10]=[N:9][N:8]([CH:11]2[CH2:16][CH2:15][NH:14][CH:13]([CH3:24])[CH2:12]2)[N:7]=1. Given the reactants [F:1][C:2]1[CH:28]=[C:27]([N:29]2[CH:33]=[N:32][N:31]=[N:30]2)[CH:26]=[CH:25][C:3]=1[O:4][CH2:5][C:6]1[CH:10]=[N:9][N:8]([CH:11]2[CH2:16][CH2:15][N:14](C(OC(C)(C)C)=O)[CH:13]([CH3:24])[CH2:12]2)[N:7]=1.[ClH:34].FC1C=C(S(C)(=O)=O)C=CC=1OCC1N=CN(C2CCNCC2)N=1, predict the reaction product. (9) Given the reactants [Cl:1][C:2]1[CH:7]=[C:6]([OH:8])[C:5]([S:9]([N:12]2[CH2:18][CH2:17][CH2:16][CH2:15][C:14]3[CH:19]=[CH:20][CH:21]=[CH:22][C:13]2=3)(=[O:11])=[O:10])=[CH:4][C:3]=1[C:23]1[C:24]([CH3:31])=[CH:25][C:26]([C:29]#[N:30])=[N:27][CH:28]=1.C([O-])([O-])=O.[Cs+].[Cs+].Br[CH2:39][CH2:40][CH2:41][OH:42], predict the reaction product. The product is: [Cl:1][C:2]1[CH:7]=[C:6]([O:8][CH2:39][CH2:40][CH2:41][OH:42])[C:5]([S:9]([N:12]2[CH2:18][CH2:17][CH2:16][CH2:15][C:14]3[CH:19]=[CH:20][CH:21]=[CH:22][C:13]2=3)(=[O:10])=[O:11])=[CH:4][C:3]=1[C:23]1[C:24]([CH3:31])=[CH:25][C:26]([C:29]#[N:30])=[N:27][CH:28]=1.